From a dataset of Full USPTO retrosynthesis dataset with 1.9M reactions from patents (1976-2016). Predict the reactants needed to synthesize the given product. (1) Given the product [Cl:1][C:2]1[C:3]([C:17]2[CH:22]=[C:21]([Cl:23])[CH:20]=[CH:19][C:18]=2[C:24]#[N:25])=[CH:4][C:5](=[O:16])[N:6]([CH:8]([CH2:12][CH:13]([CH3:15])[CH3:14])[C:9]([NH:26][C:27]2[CH:39]=[CH:38][C:30]([C:31]([O:33][C:34]([CH3:35])([CH3:36])[CH3:37])=[O:32])=[CH:29][CH:28]=2)=[O:10])[CH:7]=1, predict the reactants needed to synthesize it. The reactants are: [Cl:1][C:2]1[C:3]([C:17]2[CH:22]=[C:21]([Cl:23])[CH:20]=[CH:19][C:18]=2[C:24]#[N:25])=[CH:4][C:5](=[O:16])[N:6]([CH:8]([CH2:12][CH:13]([CH3:15])[CH3:14])[C:9](O)=[O:10])[CH:7]=1.[NH2:26][C:27]1[CH:39]=[CH:38][C:30]([C:31]([O:33][C:34]([CH3:37])([CH3:36])[CH3:35])=[O:32])=[CH:29][CH:28]=1. (2) Given the product [F:13][C:10]([F:11])([F:12])[S:7]([O:6][C:22]1[C:20]2[C:19](=[C:32]([C:33]([F:34])([F:35])[F:36])[CH:31]=[CH:30][CH:29]=2)[N:18]=[C:17]([CH3:16])[N:21]=1)(=[O:8])=[O:9], predict the reactants needed to synthesize it. The reactants are: FC(F)(F)S([O:6][S:7]([C:10]([F:13])([F:12])[F:11])(=[O:9])=[O:8])(=O)=O.[CH3:16][C:17]1[N:21]([C:22]2C=C(O)C=CC=2)[C:20]2[CH:29]=[CH:30][CH:31]=[C:32]([C:33]([F:36])([F:35])[F:34])[C:19]=2[N:18]=1.C(N(C(C)C)CC)(C)C.C(O)(=O)CC(CC(O)=O)(C(O)=O)O. (3) The reactants are: [CH3:1][C:2]1[CH:3]=[C:4]2[C:9](=[CH:10][CH:11]=1)[CH:8]=[C:7]([C:12](O)=[O:13])[CH:6]=[CH:5]2.[H-].[Al+3].[Li+].[H-].[H-].[H-].[Cl-].[NH4+]. Given the product [CH3:1][C:2]1[CH:3]=[C:4]2[C:9](=[CH:10][CH:11]=1)[CH:8]=[C:7]([CH2:12][OH:13])[CH:6]=[CH:5]2, predict the reactants needed to synthesize it. (4) Given the product [Cl:3][C:4]1[CH:9]=[CH:8][N:7]=[C:6]2[N:10]([CH2:16][O:17][CH2:18][CH2:19][Si:20]([CH3:23])([CH3:22])[CH3:21])[CH:11]=[C:12]([CH2:13][CH3:14])[C:5]=12, predict the reactants needed to synthesize it. The reactants are: [H-].[Na+].[Cl:3][C:4]1[CH:9]=[CH:8][N:7]=[C:6]2[NH:10][CH:11]=[C:12]([CH2:13][CH3:14])[C:5]=12.Cl[CH2:16][O:17][CH2:18][CH2:19][Si:20]([CH3:23])([CH3:22])[CH3:21]. (5) Given the product [Cl:1][C:2]1[CH:3]=[CH:4][C:5]2[CH2:11][C:10]3[CH:12]=[CH:13][CH:14]=[CH:15][C:9]=3[C:8]([N:18]3[CH2:23][CH2:22][NH:21][CH2:20][CH2:19]3)=[N:7][C:6]=2[CH:17]=1, predict the reactants needed to synthesize it. The reactants are: [Cl:1][C:2]1[CH:3]=[CH:4][C:5]2[CH2:11][C:10]3[CH:12]=[CH:13][CH:14]=[CH:15][C:9]=3[C:8](=O)[NH:7][C:6]=2[CH:17]=1.[NH:18]1[CH2:23][CH2:22][NH:21][CH2:20][CH2:19]1. (6) Given the product [Cl-:17].[CH2:1]([C@@H:8]1[N:9]2[CH2:10][CH2:11][N+:12]([CH2:16][Cl:18])([CH2:14][CH2:15]2)[CH2:13]1)[C:2]1[CH:7]=[CH:6][CH:5]=[CH:4][CH:3]=1, predict the reactants needed to synthesize it. The reactants are: [CH2:1]([C@H:8]1[CH2:13][N:12]2[CH2:14][CH2:15][N:9]1[CH2:10][CH2:11]2)[C:2]1[CH:7]=[CH:6][CH:5]=[CH:4][CH:3]=1.[CH2:16]([Cl:18])[Cl:17]. (7) Given the product [C:15]([N:18]1[CH2:23][CH2:22][CH:21]([O:24][C:25]2[CH:26]=[CH:27][C:28]([C:29]3[NH:6][C:4](=[O:5])[C:3]4[C:2](=[CH:10][C:9]([O:11][CH3:12])=[CH:8][C:7]=4[O:13][CH3:14])[N:1]=3)=[CH:31][CH:32]=2)[CH2:20][CH2:19]1)(=[O:17])[CH3:16], predict the reactants needed to synthesize it. The reactants are: [NH2:1][C:2]1[CH:10]=[C:9]([O:11][CH3:12])[CH:8]=[C:7]([O:13][CH3:14])[C:3]=1[C:4]([NH2:6])=[O:5].[C:15]([N:18]1[CH2:23][CH2:22][CH:21]([O:24][C:25]2[CH:32]=[CH:31][C:28]([CH:29]=O)=[CH:27][CH:26]=2)[CH2:20][CH2:19]1)(=[O:17])[CH3:16].OS([O-])=O.[Na+].CC1C=CC(S(O)(=O)=O)=CC=1.